This data is from Full USPTO retrosynthesis dataset with 1.9M reactions from patents (1976-2016). The task is: Predict the reactants needed to synthesize the given product. (1) Given the product [Br:8][C:9]1[CH:10]=[CH:11][C:12]([O:18][CH2:19][C:20]2[CH:25]=[CH:24][CH:23]=[C:22]([C:26]#[N:27])[CH:21]=2)=[C:13]([CH:17]=1)[C:14]([NH:7][C:3]1[CH:2]=[N:1][CH:6]=[CH:5][CH:4]=1)=[O:15], predict the reactants needed to synthesize it. The reactants are: [N:1]1[CH:6]=[CH:5][CH:4]=[C:3]([NH2:7])[CH:2]=1.[Br:8][C:9]1[CH:10]=[CH:11][C:12]([O:18][CH2:19][C:20]2[CH:25]=[CH:24][CH:23]=[C:22]([C:26]#[N:27])[CH:21]=2)=[C:13]([CH:17]=1)[C:14](O)=[O:15].Cl.CN(C)CCCN=C=NCC.ON1C2C=CC=CC=2N=N1. (2) Given the product [CH2:19]([S:21][C:22]1[CH:27]=[CH:26][C:25]([C:10]2[CH:11]=[C:12]([O:15][CH3:16])[CH:13]=[CH:14][C:9]=2[O:8][CH2:7][C:6]([O:5][C:1]([CH3:4])([CH3:3])[CH3:2])=[O:18])=[CH:24][CH:23]=1)[CH3:20], predict the reactants needed to synthesize it. The reactants are: [C:1]([O:5][C:6](=[O:18])[CH2:7][O:8][C:9]1[CH:14]=[CH:13][C:12]([O:15][CH3:16])=[CH:11][C:10]=1Br)([CH3:4])([CH3:3])[CH3:2].[CH2:19]([S:21][C:22]1[CH:27]=[CH:26][C:25](B(O)O)=[CH:24][CH:23]=1)[CH3:20]. (3) Given the product [C:22]([O:21][C:19](=[O:20])[NH:18][C:12]1[S:13][C:14]([CH:15]([OH:17])[CH3:16])=[C:10]([C:9]2[C:5]([CH:3]=[O:2])=[N:6][N:7]([CH2:26][C:27]3[CH:28]=[CH:29][C:30]([O:33][CH3:34])=[CH:31][CH:32]=3)[CH:8]=2)[N:11]=1)([CH3:24])([CH3:23])[CH3:25], predict the reactants needed to synthesize it. The reactants are: C[O:2][C:3]([C:5]1[C:9]([C:10]2[N:11]=[C:12]([NH:18][C:19]([O:21][C:22]([CH3:25])([CH3:24])[CH3:23])=[O:20])[S:13][C:14]=2[C:15](=[O:17])[CH3:16])=[CH:8][N:7]([CH2:26][C:27]2[CH:32]=[CH:31][C:30]([O:33][CH3:34])=[CH:29][CH:28]=2)[N:6]=1)=O.CC(C[AlH]CC(C)C)C.CO. (4) The reactants are: [Cl:1][C:2]1[CH:3]=[C:4]([CH:31]=[CH:32][CH:33]=1)[CH2:5][O:6][C:7]1[N:12]=[CH:11][C:10]([NH:13][C:14]2[C:23]3[C:18](=[CH:19][C:20]([O:26][CH2:27][CH2:28][CH2:29]Cl)=[C:21]([O:24][CH3:25])[CH:22]=3)[N:17]=[CH:16][N:15]=2)=[CH:9][CH:8]=1.[NH2:34][C:35]([CH3:40])([CH3:39])[CH2:36][CH2:37][OH:38].[I-].[K+].N. Given the product [NH3:12].[Cl:1][C:2]1[CH:3]=[C:4]([CH:31]=[CH:32][CH:33]=1)[CH2:5][O:6][C:7]1[N:12]=[CH:11][C:10]([NH:13][C:14]2[C:23]3[C:18](=[CH:19][C:20]([O:26][CH2:27][CH2:28][CH2:29][NH:34][C:35]([CH3:40])([CH3:39])[CH2:36][CH2:37][OH:38])=[C:21]([O:24][CH3:25])[CH:22]=3)[N:17]=[CH:16][N:15]=2)=[CH:9][CH:8]=1, predict the reactants needed to synthesize it. (5) Given the product [Br:19][CH2:14][C:11]1[S:12][CH:13]=[C:9]([C:6]2[CH:7]=[CH:8][C:3]([C:2]([F:17])([F:16])[F:1])=[CH:4][CH:5]=2)[N:10]=1, predict the reactants needed to synthesize it. The reactants are: [F:1][C:2]([F:17])([F:16])[C:3]1[CH:8]=[CH:7][C:6]([C:9]2[N:10]=[C:11]([CH2:14]O)[S:12][CH:13]=2)=[CH:5][CH:4]=1.P(Br)(Br)[Br:19].O. (6) Given the product [C:1]([C:5]1[CH:10]=[C:9]([C:11]2[S:15][C:14]([NH:16][C:18]([N:20]3[CH:24]=[CH:23][N:22]=[CH:21]3)=[O:19])=[N:13][C:12]=2[CH3:17])[CH:8]=[CH:7][N:6]=1)([CH3:4])([CH3:3])[CH3:2], predict the reactants needed to synthesize it. The reactants are: [C:1]([C:5]1[CH:10]=[C:9]([C:11]2[S:15][C:14]([NH2:16])=[N:13][C:12]=2[CH3:17])[CH:8]=[CH:7][N:6]=1)([CH3:4])([CH3:3])[CH3:2].[C:18](N1C=CN=C1)([N:20]1[CH:24]=[CH:23][N:22]=[CH:21]1)=[O:19].